This data is from Forward reaction prediction with 1.9M reactions from USPTO patents (1976-2016). The task is: Predict the product of the given reaction. (1) Given the reactants [CH:1]1([N:7]([CH:18]2[CH2:23][CH2:22][CH2:21][CH2:20][CH2:19]2)[C:8]([NH:10][C:11]2[S:12][C:13]([CH:16]=O)=[CH:14][N:15]=2)=[O:9])[CH2:6][CH2:5][CH2:4][CH2:3][CH2:2]1.C(O)(=O)C.[NH:28]1[CH2:33][CH2:32][S:31][CH2:30][CH2:29]1.C(O[BH-](OC(=O)C)OC(=O)C)(=O)C.[Na+], predict the reaction product. The product is: [CH:1]1([N:7]([CH:18]2[CH2:23][CH2:22][CH2:21][CH2:20][CH2:19]2)[C:8]([NH:10][C:11]2[S:12][C:13]([CH2:16][N:28]3[CH2:33][CH2:32][S:31][CH2:30][CH2:29]3)=[CH:14][N:15]=2)=[O:9])[CH2:6][CH2:5][CH2:4][CH2:3][CH2:2]1. (2) Given the reactants [B:1]([CH2:10][CH2:11][CH2:12][CH3:13])([CH2:6][CH2:7][CH2:8][CH3:9])[CH2:2][CH2:3][CH2:4][CH3:5].[O:14]=[O:15], predict the reaction product. The product is: [B:1]([CH2:6][CH2:7][CH2:8][CH3:9])([CH2:10][CH2:11][CH2:12][CH3:13])[CH2:2][CH2:3][CH2:4][CH3:5].[O:14]=[O:15]. (3) Given the reactants [CH3:1][O:2][C:3]([C:5]1[C:14]2[C:9](=[CH:10][CH:11]=[CH:12][CH:13]=2)[N:8]=[C:7]([C:15]2[CH:20]=[CH:19][CH:18]=[CH:17][CH:16]=2)[C:6]=1[CH2:21]Br)=[O:4].[C-:23]#[N:24].[Na+], predict the reaction product. The product is: [CH3:1][O:2][C:3]([C:5]1[C:14]2[C:9](=[CH:10][CH:11]=[CH:12][CH:13]=2)[N:8]=[C:7]([C:15]2[CH:20]=[CH:19][CH:18]=[CH:17][CH:16]=2)[C:6]=1[CH2:21][C:23]#[N:24])=[O:4]. (4) Given the reactants C([N:8](C(OC(C)(C)C)=O)[C:9]1[C:18]2[C:13](=[CH:14][CH:15]=[C:16]([C:19]3[S:23][C:22]([CH2:24][NH:25]C(=O)OC(C)(C)C)=[N:21][CH:20]=3)[CH:17]=2)[N:12]=[CH:11][N:10]=1)(OC(C)(C)C)=O, predict the reaction product. The product is: [NH2:25][CH2:24][C:22]1[S:23][C:19]([C:16]2[CH:17]=[C:18]3[C:13](=[CH:14][CH:15]=2)[N:12]=[CH:11][N:10]=[C:9]3[NH2:8])=[CH:20][N:21]=1. (5) Given the reactants [N:1]([O-])=O.[Na+].[NH2:5][C:6]1[CH:14]=[CH:13][C:9]([C:10]([OH:12])=[O:11])=[CH:8][CH:7]=1.[NH2:15][CH2:16][CH2:17][C:18]1[CH:23]=[CH:22][C:21]([OH:24])=[CH:20][CH:19]=1.[C:25](=[O:28])(O)[O-:26].[Na+].C([Cl:47])(OC[CH:34]1[C:46]2[C:41](=[CH:42][CH:43]=[CH:44][CH:45]=2)[C:40]2[C:35]1=[CH:36][CH:37]=[CH:38][CH:39]=2)=O, predict the reaction product. The product is: [Cl-:47].[C:10]([C:9]1[CH:13]=[CH:14][C:6]([N+:5]#[N:15])=[CH:7][CH:8]=1)([OH:12])=[O:11].[C:45]1([O:26][C:25]([NH:15][CH2:16][CH2:17][C:18]2[CH:19]=[CH:20][C:21]([OH:24])=[C:22]([N:1]=[N:5][C:6]3[CH:14]=[CH:13][C:9]([C:10]([OH:12])=[O:11])=[CH:8][CH:7]=3)[CH:23]=2)=[O:28])[C:46]2[CH2:34][C:35]3[C:40](=[CH:39][CH:38]=[CH:37][CH:36]=3)[C:41]=2[CH:42]=[CH:43][CH:44]=1. (6) Given the reactants [N:1]1([CH:7]2[CH2:12][CH2:11][NH:10][CH2:9][CH2:8]2)[CH2:6][CH2:5][CH2:4][CH2:3][CH2:2]1.[ClH:13].[C:14]([N:22]1[CH2:27][CH2:26][CH2:25][C:24]([C:44]2[CH:49]=[CH:48][C:47]([Cl:50])=[C:46]([Cl:51])[CH:45]=2)([CH2:28][CH2:29][CH2:30][N:31]2[CH2:36][CH2:35][CH:34](C(N3CCCC3)=O)[CH2:33][CH2:32]2)[CH2:23]1)(=[O:21])[C:15]1[CH:20]=[CH:19][CH:18]=[CH:17][CH:16]=1.C([O-])([O-])=O.[K+].[K+].O, predict the reaction product. The product is: [OH2:21].[ClH:50].[ClH:13].[C:14]([N:22]1[CH2:27][CH2:26][CH2:25][C:24]([C:44]2[CH:49]=[CH:48][C:47]([Cl:50])=[C:46]([Cl:51])[CH:45]=2)([CH2:28][CH2:29][CH2:30][N:10]2[CH2:11][CH2:12][CH:7]([N:1]3[CH2:6][CH2:5][CH2:4][CH2:3][CH2:2]3)[CH2:8][CH2:9]2)[CH2:23]1)(=[O:21])[C:15]1[CH:16]=[CH:17][CH:18]=[CH:19][CH:20]=1.[C:14]([N:22]1[CH2:27][CH2:26][CH2:25][C:24]([CH2:28][CH2:29][CH2:30][N:31]2[CH2:32][CH2:33][CH:34]([N:1]3[CH2:6][CH2:5][CH2:4][CH2:3][CH2:2]3)[CH2:35][CH2:36]2)([C:44]2[CH:49]=[CH:48][C:47]([Cl:50])=[C:46]([Cl:51])[CH:45]=2)[CH2:23]1)(=[O:21])[C:15]1[CH:20]=[CH:19][CH:18]=[CH:17][CH:16]=1.[ClH:50].[ClH:50]. (7) Given the reactants [Cl:1][C:2]1[C:9]([CH3:10])=[C:8]([O:11][CH:12]2[CH2:17][CH2:16][NH:15][CH2:14][CH2:13]2)[CH:7]=[CH:6][C:3]=1[C:4]#[N:5].C(O)(=O)C.C(O[BH-](OC(=O)C)OC(=O)C)(=O)C.[Na+].[CH:36]1([CH:41]=O)[CH2:40][CH:39]=[CH:38][CH2:37]1, predict the reaction product. The product is: [Cl:1][C:2]1[C:9]([CH3:10])=[C:8]([O:11][CH:12]2[CH2:17][CH2:16][N:15]([CH2:41][CH:36]3[CH2:40][CH:39]=[CH:38][CH2:37]3)[CH2:14][CH2:13]2)[CH:7]=[CH:6][C:3]=1[C:4]#[N:5]. (8) Given the reactants [Br:1][C:2]1[C:3]([CH2:11][CH3:12])=[N:4][CH:5]=[C:6]([C:9]=1Cl)[C:7]#[N:8].[NH2:13][C:14]1[C:15]([CH3:23])=[C:16]2[C:20](=[CH:21][CH:22]=1)[NH:19][CH:18]=[CH:17]2.O, predict the reaction product. The product is: [Br:1][C:2]1[C:3]([CH2:11][CH3:12])=[N:4][CH:5]=[C:6]([C:9]=1[NH:13][C:14]1[C:15]([CH3:23])=[C:16]2[C:20](=[CH:21][CH:22]=1)[NH:19][CH:18]=[CH:17]2)[C:7]#[N:8].